This data is from Forward reaction prediction with 1.9M reactions from USPTO patents (1976-2016). The task is: Predict the product of the given reaction. (1) Given the reactants [H-].[Na+].[OH:3][NH:4][C:5](=[NH:13])[CH2:6][C:7]1[CH:12]=[CH:11][CH:10]=[CH:9][CH:8]=1.CO[C:16](=O)[CH:17]([NH:29][C:30]([N:32]1[CH2:37][CH2:36][CH:35]([N:38]2[CH2:47][C:46]3[C:41](=[CH:42][CH:43]=[CH:44][CH:45]=3)[NH:40][C:39]2=[O:48])[CH2:34][CH2:33]1)=[O:31])[CH2:18][C:19]1[CH:20]=[C:21]2[C:25](=[C:26]([CH3:28])[CH:27]=1)[NH:24][N:23]=[CH:22]2, predict the reaction product. The product is: [CH2:6]([C:5]1[N:13]=[C:16]([CH:17]([NH:29][C:30]([N:32]2[CH2:33][CH2:34][CH:35]([N:38]3[CH2:47][C:46]4[C:41](=[CH:42][CH:43]=[CH:44][CH:45]=4)[NH:40][C:39]3=[O:48])[CH2:36][CH2:37]2)=[O:31])[CH2:18][C:19]2[CH:20]=[C:21]3[C:25](=[C:26]([CH3:28])[CH:27]=2)[NH:24][N:23]=[CH:22]3)[O:3][N:4]=1)[C:7]1[CH:8]=[CH:9][CH:10]=[CH:11][CH:12]=1. (2) Given the reactants COCC1CCCCN1C1N=CN=C(NC2C=C(CS(N)(=O)=O)C=CC=2)N=1.Cl[C:29]1[N:34]=[CH:33][N:32]=[C:31]([NH:35][C:36]2[CH:37]=[C:38]([CH2:42][S:43]([NH2:46])(=[O:45])=[O:44])[CH:39]=[CH:40][CH:41]=2)[N:30]=1.[CH2:47]([CH:54]1[CH2:58][CH2:57][CH2:56][NH:55]1)[C:48]1[CH:53]=[CH:52][CH:51]=[CH:50][CH:49]=1, predict the reaction product. The product is: [CH2:47]([CH:54]1[CH2:58][CH2:57][CH2:56][N:55]1[C:29]1[N:34]=[CH:33][N:32]=[C:31]([NH:35][C:36]2[CH:37]=[C:38]([CH2:42][S:43]([NH2:46])(=[O:45])=[O:44])[CH:39]=[CH:40][CH:41]=2)[N:30]=1)[C:48]1[CH:53]=[CH:52][CH:51]=[CH:50][CH:49]=1. (3) Given the reactants [Cl:1][C:2]1[CH:3]=[C:4]2[C:9](=[CH:10][CH:11]=1)[N:8]=[CH:7][CH:6]=[C:5]2[CH2:12][N:13]1[C:21]([C:22]2[N:26]([CH3:27])[CH:25]=[C:24]([C:28]([OH:30])=O)[CH:23]=2)=[C:20]2[C:15]([N:16]([CH2:34][CH:35]3[CH2:37][CH2:36]3)[C:17](=[O:33])[N:18]([CH3:32])[C:19]2=[O:31])=[N:14]1.[CH3:38][N:39]([CH3:43])[CH2:40][CH2:41][NH2:42].C(P(=O)(OCC)OCC)#N, predict the reaction product. The product is: [Cl:1][C:2]1[CH:3]=[C:4]2[C:9](=[CH:10][CH:11]=1)[N:8]=[CH:7][CH:6]=[C:5]2[CH2:12][N:13]1[C:21]([C:22]2[N:26]([CH3:27])[CH:25]=[C:24]([C:28]([NH:42][CH2:41][CH2:40][N:39]([CH3:43])[CH3:38])=[O:30])[CH:23]=2)=[C:20]2[C:15]([N:16]([CH2:34][CH:35]3[CH2:37][CH2:36]3)[C:17](=[O:33])[N:18]([CH3:32])[C:19]2=[O:31])=[N:14]1. (4) Given the reactants [C:1]([O:5][C@@H:6]([C:11]1[C:40]([CH3:41])=[CH:39][N:38]2[N:42]=[C:35]3[CH:36]=[C:37]2[C:12]=1[N:13]1[CH2:48][CH2:47][C:16]([CH3:49])([O:17][CH2:18][CH:19]=[CH:20][CH2:21][C@H:22]([CH3:46])[O:23][C:24]2[CH:25]=[CH:26][C:27]([C:44]#[N:45])=[CH:28][C:29]=2[C:30]2[CH:43]=[C:34]3[CH:33]=[CH:32][CH:31]=2)[CH2:15][CH2:14]1)[C:7]([O:9]C)=[O:8])([CH3:4])([CH3:3])[CH3:2].C1COCC1.[OH-].[Na+], predict the reaction product. The product is: [C:1]([O:5][C@@H:6]([C:11]1[C:40]([CH3:41])=[CH:39][N:38]2[N:42]=[C:35]3[CH:36]=[C:37]2[C:12]=1[N:13]1[CH2:14][CH2:15][C:16]([CH3:49])([O:17][CH2:18][CH2:19][CH2:20][CH2:21][C@H:22]([CH3:46])[O:23][C:24]2[CH:25]=[CH:26][C:27]([C:44]#[N:45])=[CH:28][C:29]=2[C:30]2[CH:43]=[C:34]3[CH:33]=[CH:32][CH:31]=2)[CH2:47][CH2:48]1)[C:7]([OH:9])=[O:8])([CH3:4])([CH3:2])[CH3:3]. (5) Given the reactants [Cl:1][C:2]1[N:10]=[C:9]([C:11]([F:14])([F:13])[F:12])[CH:8]=[CH:7][C:3]=1[C:4]([OH:6])=O.[O:15]1[CH:19]=[CH:18][N:17]=[C:16]1[NH2:20].C(N(CC)CC)C.C(P1(=O)OP(=O)(CCC)OP(=O)(CCC)O1)CC, predict the reaction product. The product is: [Cl:1][C:2]1[N:10]=[C:9]([C:11]([F:14])([F:13])[F:12])[CH:8]=[CH:7][C:3]=1[C:4]([NH:20][C:16]1[O:15][CH:19]=[CH:18][N:17]=1)=[O:6].